From a dataset of Full USPTO retrosynthesis dataset with 1.9M reactions from patents (1976-2016). Predict the reactants needed to synthesize the given product. (1) Given the product [NH2:22][N:19]1[C:13]2([CH2:18][CH2:17][O:16][CH2:15][CH2:14]2)[CH2:12][C:10]2[NH:11][C:6]3[CH:5]=[CH:4][C:3]([O:2][CH3:1])=[CH:26][C:7]=3[S:8][C:9]=2[C:20]1=[O:21], predict the reactants needed to synthesize it. The reactants are: [CH3:1][O:2][C:3]1[CH:4]=[CH:5][C:6]2[NH:11][C:10]3[CH2:12][C:13]4([N:19]([NH:22]C(=O)C)[C:20](=[O:21])[C:9]=3[S:8][C:7]=2[CH:26]=1)[CH2:18][CH2:17][O:16][CH2:15][CH2:14]4.Cl. (2) Given the product [C:26]([O:25][C:24]([NH:23][C:20]([CH3:21])([CH3:22])[CH2:19][CH2:18][N:3]1[C:7]2[CH:8]=[CH:9][CH:10]=[C:11]([C:12]([O:14][CH2:15][CH3:16])=[O:13])[C:6]=2[N:5]=[CH:4]1)=[O:30])([CH3:29])([CH3:28])[CH3:27], predict the reactants needed to synthesize it. The reactants are: [H-].[Na+].[NH:3]1[C:7]2[CH:8]=[CH:9][CH:10]=[C:11]([C:12]([O:14][CH2:15][CH3:16])=[O:13])[C:6]=2[N:5]=[CH:4]1.Cl[CH2:18][CH2:19][C:20]([NH:23][C:24](=[O:30])[O:25][C:26]([CH3:29])([CH3:28])[CH3:27])([CH3:22])[CH3:21]. (3) Given the product [CH3:26][C@@H:22]1[CH2:23][CH2:24][CH2:25][N:21]1[CH2:20][CH2:19][C:17]1[O:18][C:14]2[CH:13]=[CH:12][C:11]([C:7]3[CH:6]=[C:5]([CH:10]=[CH:9][CH:8]=3)[CH:4]=[O:28])=[CH:27][C:15]=2[CH:16]=1, predict the reactants needed to synthesize it. The reactants are: CON(C)[C:4](=[O:28])[C:5]1[CH:10]=[CH:9][CH:8]=[C:7]([C:11]2[CH:12]=[CH:13][C:14]3[O:18][C:17]([CH2:19][CH2:20][N:21]4[CH2:25][CH2:24][CH2:23][C@H:22]4[CH3:26])=[CH:16][C:15]=3[CH:27]=2)[CH:6]=1.C1([Mg]Br)CCCC1. (4) Given the product [NH2:51][C@H:49]([C:38]([NH:28][C@H:29]([C:35]([OH:37])=[O:36])[CH2:30][CH2:31][C:32](=[O:34])[NH2:33])=[O:41])[CH3:50], predict the reactants needed to synthesize it. The reactants are: C1(P(C2C=CC=CC=2)C2C=CC=CC=2)C=CC=CC=1.ClC(Cl)(Cl)C(Cl)(Cl)Cl.[NH2:28][C@H:29]([C:35]([OH:37])=[O:36])[CH2:30][CH2:31][C:32](=[O:34])[NH2:33].[C:38](=[O:41])([O-])[O-].[Na+].[Na+].S(=O)(=O)(O)O.[C:49](#[N:51])[CH3:50]. (5) Given the product [C:22]([C:21]1[CH:24]=[C:17]([C:15]2[S:16][C:12]([C:7]3[CH:8]=[CH:9][CH:10]=[C:11]4[C:6]=3[CH2:5][CH2:4][C@@H:3]4[NH:2][CH2:36][C:37]([O:39][CH3:40])=[O:38])=[N:13][N:14]=2)[CH:18]=[CH:19][C:20]=1[O:25][CH:26]([CH3:28])[CH3:27])#[N:23], predict the reactants needed to synthesize it. The reactants are: Cl.[NH2:2][C@@H:3]1[C:11]2[C:6](=[C:7]([C:12]3[S:16][C:15]([C:17]4[CH:18]=[CH:19][C:20]([O:25][CH:26]([CH3:28])[CH3:27])=[C:21]([CH:24]=4)[C:22]#[N:23])=[N:14][N:13]=3)[CH:8]=[CH:9][CH:10]=2)[CH2:5][CH2:4]1.C([O-])([O-])=O.[K+].[K+].Br[CH2:36][C:37]([O:39][CH3:40])=[O:38].